Dataset: Catalyst prediction with 721,799 reactions and 888 catalyst types from USPTO. Task: Predict which catalyst facilitates the given reaction. (1) Reactant: [F:1][C:2]([F:32])([F:31])[C:3]1[CH:4]=[C:5]([NH:13][C:14](=[O:30])[CH2:15][C@H:16]2[CH2:21][CH2:20][C@@H:19]([NH:22][CH2:23][C:24](=[O:29])[C:25]([CH3:28])([CH3:27])[CH3:26])[CH2:18][CH2:17]2)[CH:6]=[C:7]([C:9]([F:12])([F:11])[F:10])[CH:8]=1.[BH4-].[Na+]. Product: [F:1][C:2]([F:31])([F:32])[C:3]1[CH:4]=[C:5]([NH:13][C:14](=[O:30])[CH2:15][C@H:16]2[CH2:21][CH2:20][C@@H:19]([NH:22][CH2:23][CH:24]([OH:29])[C:25]([CH3:27])([CH3:28])[CH3:26])[CH2:18][CH2:17]2)[CH:6]=[C:7]([C:9]([F:10])([F:11])[F:12])[CH:8]=1. The catalyst class is: 5. (2) Reactant: [Cl:1][C:2]1[CH:7]=[CH:6][C:5]([NH:8][C:9]([NH:11][CH2:12][CH:13]2[O:18][CH2:17][CH2:16][N:15](C(OC(C)(C)C)=O)[CH2:14]2)=[O:10])=[CH:4][CH:3]=1. Product: [Cl:1][C:2]1[CH:7]=[CH:6][C:5]([NH:8][C:9]([NH:11][CH2:12][CH:13]2[O:18][CH2:17][CH2:16][NH:15][CH2:14]2)=[O:10])=[CH:4][CH:3]=1. The catalyst class is: 89. (3) Reactant: [N:1]1[C:10]2[C:5](=[CH:6][CH:7]=[CH:8][CH:9]=2)[N:4]=[CH:3][C:2]=1[C:11](Cl)=[O:12].[C@:14]12([CH3:24])[C:20]([CH3:22])([CH3:21])[CH:17]([CH2:18][CH2:19]1)[CH2:16][CH:15]2[NH2:23].N1C=CC=CC=1. Product: [C@:14]12([CH3:24])[C:20]([CH3:21])([CH3:22])[C@@H:17]([CH2:18][CH2:19]1)[CH2:16][C@@H:15]2[NH:23][C:11]([C:2]1[CH:3]=[N:4][C:5]2[C:10](=[CH:9][CH:8]=[CH:7][CH:6]=2)[N:1]=1)=[O:12]. The catalyst class is: 6. (4) Reactant: [CH3:1][O:2][CH2:3][O:4][C:5]1[CH:10]=[CH:9][CH:8]=[CH:7][C:6]=1[C:11](=O)[CH3:12].[CH:14]([C:16]1[CH:17]=[C:18]([CH:23]=[CH:24][CH:25]=1)[C:19]([O:21][CH3:22])=[O:20])=O.[C:26](#[N:30])[CH2:27][C:28]#[N:29].C([O-])(=O)C.[NH4+:35]. Product: [NH2:29][C:28]1[C:27]([C:26]#[N:30])=[C:14]([C:16]2[CH:17]=[C:18]([CH:23]=[CH:24][CH:25]=2)[C:19]([O:21][CH3:22])=[O:20])[CH:12]=[C:11]([C:6]2[CH:7]=[CH:8][CH:9]=[CH:10][C:5]=2[O:4][CH2:3][O:2][CH3:1])[N:35]=1. The catalyst class is: 11. (5) Reactant: [C:1]1(C2C=CC=CC=2)[CH:6]=[CH:5][CH:4]=[CH:3][C:2]=1[CH2:7][N:8]1[CH:12]=[CH:11][CH:10]=[C:9]1[CH2:13][CH3:14].C1(C2C=CC=CC=2)C=CC=CC=1CN.C(N(CC)CC)C. Product: [CH2:7]([N:8]1[CH:12]=[CH:11][CH:10]=[C:9]1[CH2:13][CH3:14])[C:2]1[CH:3]=[CH:4][CH:5]=[CH:6][CH:1]=1. The catalyst class is: 48. (6) Reactant: [Br:1][C:2]1[CH:7]=[CH:6][C:5]([OH:8])=[CH:4][CH:3]=1.[H-].[Na+].CC1C=CC(S(O[C@H:22]2[CH2:25][C@@H:24]([N:26]3[CH2:31][CH2:30][CH2:29][CH2:28][CH2:27]3)[CH2:23]2)(=O)=O)=CC=1. Product: [Br:1][C:2]1[CH:7]=[CH:6][C:5]([O:8][C@H:22]2[CH2:25][C@H:24]([N:26]3[CH2:31][CH2:30][CH2:29][CH2:28][CH2:27]3)[CH2:23]2)=[CH:4][CH:3]=1. The catalyst class is: 9. (7) Reactant: [Cl:1]/[C:2](/[C:12]([F:15])([F:14])[F:13])=[CH:3]\[CH:4]1[CH:6]([C:7](=[O:9])[CH3:8])[C:5]1([CH3:11])[CH3:10].[OH-].[Na+].[O:18]([C:25]1[CH:26]=[C:27]([CH:30]=[CH:31][CH:32]=1)[CH:28]=O)[C:19]1[CH:24]=[CH:23][CH:22]=[CH:21][CH:20]=1. Product: [Cl:1]/[C:2](/[C:12]([F:13])([F:14])[F:15])=[CH:3]\[CH:4]1[CH:6]([C:7](=[O:9])/[CH:8]=[CH:28]/[C:27]2[CH:30]=[CH:31][CH:32]=[C:25]([O:18][C:19]3[CH:24]=[CH:23][CH:22]=[CH:21][CH:20]=3)[CH:26]=2)[C:5]1([CH3:10])[CH3:11]. The catalyst class is: 14. (8) Reactant: [CH3:1][C:2]1[S:3][C:4]([CH3:9])=[CH:5][C:6]=1[CH:7]=[O:8].[CH:10]1([Mg]Br)[CH2:15][CH2:14][CH2:13][CH2:12][CH2:11]1.O1CCCC1.[Cl-].[NH4+]. Product: [CH:10]1([CH:7]([C:6]2[CH:5]=[C:4]([CH3:9])[S:3][C:2]=2[CH3:1])[OH:8])[CH2:15][CH2:14][CH2:13][CH2:12][CH2:11]1. The catalyst class is: 7.